Task: Predict the reaction yield, written as a fraction of the theoretical maximum amount of product (1.0 means a 100% yield; for example, 0.34 means a 34% yield).. Dataset: Reaction yield outcomes from USPTO patents with 853,638 reactions (1) The reactants are [CH3:1][C:2]1[C:6]([CH2:7][N:8]2[CH:12]=[C:11]([N:13]3[C:17](=[O:18])[C:16]([CH3:20])([CH3:19])[NH:15][C:14]3=[O:21])[CH:10]=[N:9]2)=[C:5]([CH3:22])[O:4][N:3]=1.Br[CH2:24][C:25]1[CH:30]=[CH:29][CH:28]=[CH:27][C:26]=1[O:31][CH3:32]. No catalyst specified. The product is [CH3:1][C:2]1[C:6]([CH2:7][N:8]2[CH:12]=[C:11]([N:13]3[C:17](=[O:18])[C:16]([CH3:19])([CH3:20])[N:15]([CH2:24][C:25]4[CH:30]=[CH:29][CH:28]=[CH:27][C:26]=4[O:31][CH3:32])[C:14]3=[O:21])[CH:10]=[N:9]2)=[C:5]([CH3:22])[O:4][N:3]=1. The yield is 0.530. (2) The reactants are [C:1]([O:5][C:6]([N:8]1[CH2:12][CH2:11][CH:10]([C:13]2[S:14][C:15]([N:22]([CH2:29][CH3:30])[CH:23]3[CH2:28][CH2:27][O:26][CH2:25][CH2:24]3)=[C:16]([CH3:21])[C:17]=2[C:18]([OH:20])=O)[CH2:9]1)=[O:7])([CH3:4])([CH3:3])[CH3:2].Cl.[NH2:32][CH2:33][C:34]1[C:35](=[O:42])[NH:36][C:37]([CH3:41])=[CH:38][C:39]=1[CH3:40].C(Cl)CCl.C1C=NC2N(O)N=NC=2C=1.CN1CCOCC1. The catalyst is O.CN(C=O)C. The product is [CH3:40][C:39]1[CH:38]=[C:37]([CH3:41])[NH:36][C:35](=[O:42])[C:34]=1[CH2:33][NH:32][C:18]([C:17]1[C:16]([CH3:21])=[C:15]([N:22]([CH2:29][CH3:30])[CH:23]2[CH2:28][CH2:27][O:26][CH2:25][CH2:24]2)[S:14][C:13]=1[CH:10]1[CH2:11][CH2:12][N:8]([C:6]([O:5][C:1]([CH3:3])([CH3:4])[CH3:2])=[O:7])[CH2:9]1)=[O:20]. The yield is 0.478. (3) The reactants are [CH3:1][S:2](Cl)(=[O:4])=[O:3].[N+:6]([C:9]1[CH:15]=[CH:14][C:12]([NH2:13])=[CH:11][CH:10]=1)([O-:8])=[O:7].N1C=CC=CC=1.O. The catalyst is C(#N)C. The product is [N+:6]([C:9]1[CH:15]=[CH:14][C:12]([NH:13][S:2]([CH3:1])(=[O:4])=[O:3])=[CH:11][CH:10]=1)([O-:8])=[O:7]. The yield is 0.890. (4) The reactants are Cl.[NH2:2]O.[CH2:4]([O:6][C:7](=[O:39])[C:8](O)=[CH:9][C:10]([C:12]1[CH:17]=[C:16]([C:18]([CH3:21])([CH3:20])[CH3:19])[C:15]([O:22][CH2:23][C:24]2[CH:29]=[CH:28][CH:27]=[CH:26][CH:25]=2)=[CH:14][C:13]=1[O:30][CH2:31][C:32]1[CH:37]=[CH:36][CH:35]=[CH:34][CH:33]=1)=[O:11])[CH3:5].O. The catalyst is C(O)C. The product is [CH2:4]([O:6][C:7]([C:8]1[CH:9]=[C:10]([C:12]2[CH:17]=[C:16]([C:18]([CH3:21])([CH3:20])[CH3:19])[C:15]([O:22][CH2:23][C:24]3[CH:29]=[CH:28][CH:27]=[CH:26][CH:25]=3)=[CH:14][C:13]=2[O:30][CH2:31][C:32]2[CH:37]=[CH:36][CH:35]=[CH:34][CH:33]=2)[O:11][N:2]=1)=[O:39])[CH3:5]. The yield is 0.890.